From a dataset of Forward reaction prediction with 1.9M reactions from USPTO patents (1976-2016). Predict the product of the given reaction. (1) Given the reactants [Si:1]([O:18][C:19]([CH3:49])([CH2:44][CH2:45][CH2:46][CH2:47][CH3:48])/[CH:20]=[CH:21]/[C@H:22]1[C@H:26]([O:27][CH:28]2[CH2:33][CH2:32][CH2:31][CH2:30][O:29]2)[CH2:25][C@H:24]([OH:34])[C@@H:23]1[CH2:35]/[CH:36]=[CH:37]\[CH2:38][CH2:39][CH2:40][C:41]([OH:43])=[O:42])([C:14]([CH3:17])([CH3:16])[CH3:15])([C:8]1[CH:13]=[CH:12][CH:11]=[CH:10][CH:9]=1)[C:2]1[CH:7]=[CH:6][CH:5]=[CH:4][CH:3]=1.[N+](=[CH2:52])=[N-], predict the reaction product. The product is: [Si:1]([O:18][C:19]([CH3:49])([CH2:44][CH2:45][CH2:46][CH2:47][CH3:48])/[CH:20]=[CH:21]/[C@H:22]1[C@H:26]([O:27][CH:28]2[CH2:33][CH2:32][CH2:31][CH2:30][O:29]2)[CH2:25][C@H:24]([OH:34])[C@@H:23]1[CH2:35]/[CH:36]=[CH:37]\[CH2:38][CH2:39][CH2:40][C:41]([O:43][CH3:52])=[O:42])([C:14]([CH3:17])([CH3:16])[CH3:15])([C:8]1[CH:13]=[CH:12][CH:11]=[CH:10][CH:9]=1)[C:2]1[CH:7]=[CH:6][CH:5]=[CH:4][CH:3]=1. (2) Given the reactants [C:1]([O:5][C:6]([NH:8][C@H:9]([C:13]([O:15][CH:16]([O:18][C:19](=[O:43])[N:20]([C:33]1[N:42]=[C:36]2[CH:37]=[CH:38][C:39](Cl)=[CH:40][N:35]2[N:34]=1)[C:21]1[CH:26]=[CH:25][C:24]([S:27]([CH3:30])(=[O:29])=[O:28])=[CH:23][C:22]=1[O:31][CH3:32])[CH3:17])=[O:14])[CH:10]([CH3:12])[CH3:11])=[O:7])([CH3:4])([CH3:3])[CH3:2].[F:44][C:45]1[CH:50]=[CH:49][C:48]([C@@H:51]([CH3:64])[C:52]([NH:54][C:55]2[CH:60]=[CH:59][C:58](B(O)O)=[CH:57][CH:56]=2)=[O:53])=[CH:47][CH:46]=1.O.P([O-])([O-])([O-])=O.[K+].[K+].[K+].C1(P(C2CCCCC2)C2C=CC=CC=2C2C(OC)=CC=CC=2OC)CCCCC1, predict the reaction product. The product is: [C:1]([O:5][C:6]([NH:8][C@H:9]([C:13]([O:15][CH:16]([O:18][C:19](=[O:43])[N:20]([C:33]1[N:42]=[C:36]2[CH:37]=[CH:38][C:39]([C:58]3[CH:57]=[CH:56][C:55]([NH:54][C:52](=[O:53])[C@@H:51]([C:48]4[CH:47]=[CH:46][C:45]([F:44])=[CH:50][CH:49]=4)[CH3:64])=[CH:60][CH:59]=3)=[CH:40][N:35]2[N:34]=1)[C:21]1[CH:26]=[CH:25][C:24]([S:27]([CH3:30])(=[O:29])=[O:28])=[CH:23][C:22]=1[O:31][CH3:32])[CH3:17])=[O:14])[CH:10]([CH3:12])[CH3:11])=[O:7])([CH3:4])([CH3:3])[CH3:2]. (3) Given the reactants [Cl:1][C:2]1[C:3]([F:14])=[C:4]2[C:10]([N+:11]([O-])=O)=[CH:9][NH:8][C:5]2=[N:6][CH:7]=1.CC(O)C, predict the reaction product. The product is: [Cl:1][C:2]1[C:3]([F:14])=[C:4]2[C:10]([NH2:11])=[CH:9][NH:8][C:5]2=[N:6][CH:7]=1.